Predict the product of the given reaction. From a dataset of Forward reaction prediction with 1.9M reactions from USPTO patents (1976-2016). Given the reactants C(OC([N:8]1[CH:13]([C@@H:14]([OH:29])[C@@H:15]([NH:25][C:26](=[O:28])[CH3:27])[CH2:16][C:17]2[CH:22]=[C:21]([F:23])[CH:20]=[C:19]([F:24])[CH:18]=2)[CH2:12][O:11][C@@H:10]([O:30][CH2:31][CH3:32])[CH2:9]1)=O)(C)(C)C.[F:33][C:34]([F:39])([F:38])[C:35]([OH:37])=[O:36], predict the reaction product. The product is: [F:33][C:34]([F:39])([F:38])[C:35]([OH:37])=[O:36].[F:24][C:19]1[CH:18]=[C:17]([CH:22]=[C:21]([F:23])[CH:20]=1)[CH2:16][C@H:15]([NH:25][C:26](=[O:28])[CH3:27])[C@@H:14]([C@H:13]1[CH2:12][O:11][C@H:10]([O:30][CH2:31][CH3:32])[CH2:9][NH:8]1)[OH:29].